From a dataset of Reaction yield outcomes from USPTO patents with 853,638 reactions. Predict the reaction yield, written as a fraction of the theoretical maximum amount of product (1.0 means a 100% yield; for example, 0.34 means a 34% yield). (1) The reactants are Cl[C:2]1[N:7]2[N:8]=[C:9]([CH3:11])[CH:10]=[C:6]2[N:5]=[C:4]([NH:12][C:13]([C@@H:15]2[CH2:17][C@H:16]2[C:18]2[CH:23]=[CH:22][N:21]=[CH:20][CH:19]=2)=[O:14])[CH:3]=1.[NH:24]1[CH2:29][CH2:28][CH:27]([NH:30][C:31](=[O:33])[CH3:32])[CH2:26][CH2:25]1. The yield is 0.0900. The catalyst is CN1C(=O)CCC1.CS(C)=O.CO. The product is [C:31]([NH:30][CH:27]1[CH2:28][CH2:29][N:24]([C:2]2[N:7]3[N:8]=[C:9]([CH3:11])[CH:10]=[C:6]3[N:5]=[C:4]([NH:12][C:13]([CH:15]3[CH2:17][CH:16]3[C:18]3[CH:23]=[CH:22][N:21]=[CH:20][CH:19]=3)=[O:14])[CH:3]=2)[CH2:25][CH2:26]1)(=[O:33])[CH3:32]. (2) The reactants are [F:1][C:2]1[CH:7]=[CH:6][C:5]([O:8][C:9](=[O:25])[N:10]([CH2:23][CH3:24])[C@H:11]2[C@H:15]([C:16]3[CH:21]=[CH:20][C:19]([F:22])=[CH:18][CH:17]=3)[CH2:14][NH:13][CH2:12]2)=[CH:4][CH:3]=1.CN(C(ON1N=NC2C=CC=NC1=2)=[N+](C)C)C.F[P-](F)(F)(F)(F)F.CCN(C(C)C)C(C)C.[C:59]([C:61]1[CH:62]=[CH:63][C:64]([N:67]2[CH2:72][CH2:71][CH:70]([C:73](O)=[O:74])[CH2:69][CH2:68]2)=[N:65][CH:66]=1)#[N:60]. The catalyst is CN(C=O)C. The product is [F:1][C:2]1[CH:7]=[CH:6][C:5]([O:8][C:9](=[O:25])[N:10]([C@H:11]2[C@H:15]([C:16]3[CH:21]=[CH:20][C:19]([F:22])=[CH:18][CH:17]=3)[CH2:14][N:13]([C:73]([CH:70]3[CH2:69][CH2:68][N:67]([C:64]4[CH:63]=[CH:62][C:61]([C:59]#[N:60])=[CH:66][N:65]=4)[CH2:72][CH2:71]3)=[O:74])[CH2:12]2)[CH2:23][CH3:24])=[CH:4][CH:3]=1. The yield is 0.630.